This data is from Forward reaction prediction with 1.9M reactions from USPTO patents (1976-2016). The task is: Predict the product of the given reaction. (1) Given the reactants [C:1]([O:5][C:6]([NH:8][C@H:9]1[CH2:13][CH2:12][C:11]([C:17]([OH:20])([CH3:19])[CH3:18])([C:14]([OH:16])=O)[CH2:10]1)=[O:7])([CH3:4])([CH3:3])[CH3:2].[F:21][C:22]([F:36])([F:35])[C:23]1[CH:28]=[CH:27][N:26]=[C:25]([N:29]2[CH2:34][CH2:33][NH:32][CH2:31][CH2:30]2)[CH:24]=1.C(N(CC)CC)C.F[P-](F)(F)(F)(F)F.N1(O[P+](N(C)C)(N(C)C)N(C)C)C2C=CC=CC=2N=N1, predict the reaction product. The product is: [C:1]([O:5][C:6](=[O:7])[NH:8][CH:9]1[CH2:13][CH2:12][C:11]([C:17]([OH:20])([CH3:19])[CH3:18])([C:14]([N:32]2[CH2:33][CH2:34][N:29]([C:25]3[CH:24]=[C:23]([C:22]([F:36])([F:21])[F:35])[CH:28]=[CH:27][N:26]=3)[CH2:30][CH2:31]2)=[O:16])[CH2:10]1)([CH3:2])([CH3:3])[CH3:4]. (2) Given the reactants [CH3:1][O:2][C:3]1[CH:4]=[C:5]([CH2:11][C:12]([NH:14][CH2:15][C:16]2[CH:21]=[CH:20][CH:19]=[CH:18][C:17]=2[N:22]([CH3:27])[S:23]([CH3:26])(=[O:25])=[O:24])=O)[CH:6]=[CH:7][C:8]=1[O:9][CH3:10].B.CSC, predict the reaction product. The product is: [CH3:1][O:2][C:3]1[CH:4]=[C:5]([CH:6]=[CH:7][C:8]=1[O:9][CH3:10])[CH2:11][CH2:12][NH:14][CH2:15][C:16]1[CH:21]=[CH:20][CH:19]=[CH:18][C:17]=1[N:22]([CH3:27])[S:23]([CH3:26])(=[O:25])=[O:24]. (3) The product is: [C:24]1([C:2]2[CH:3]=[CH:4][C:5]3[N:6]([C:8]([C@@H:11]([O:13][C:14]4[C:15]5[O:23][CH:22]=[CH:21][C:16]=5[CH:17]=[N:18][C:19]=4[NH2:20])[CH3:12])=[N:9][N:10]=3)[N:7]=2)[CH:29]=[CH:28][CH:27]=[CH:26][CH:25]=1. Given the reactants Cl[C:2]1[CH:3]=[CH:4][C:5]2[N:6]([C:8]([C@@H:11]([O:13][C:14]3[C:15]4[O:23][CH:22]=[CH:21][C:16]=4[CH:17]=[N:18][C:19]=3[NH2:20])[CH3:12])=[N:9][N:10]=2)[N:7]=1.[C:24]1(B(O)O)[CH:29]=[CH:28][CH:27]=[CH:26][CH:25]=1.C(=O)([O-])[O-].[K+].[K+].O1CCOCC1, predict the reaction product. (4) Given the reactants [NH:1]([CH2:3][C:4]([OH:6])=[O:5])[CH3:2].[CH3:7][CH:8]([CH3:25])[C:9]([O:11][CH2:12][CH2:13][O:14][C:15](ON1C(=O)CCC1=O)=[O:16])=[O:10], predict the reaction product. The product is: [CH3:2][N:1]([C:15]([O:14][CH2:13][CH2:12][O:11][C:9](=[O:10])[CH:8]([CH3:7])[CH3:25])=[O:16])[CH2:3][C:4]([OH:6])=[O:5]. (5) Given the reactants [NH2:1][C:2]1[C:3]2[C:10]([C:11]([C:13]3[CH:14]=[C:15]([NH:19][C:20]([NH:22][C:23]4[CH:28]=[C:27]([Cl:29])[CH:26]=[C:25]([Cl:30])[CH:24]=4)=[O:21])[CH:16]=[CH:17][CH:18]=3)=[O:12])=[CH:9][N:8]([CH:31]3[CH2:36][CH2:35][NH:34][CH2:33][CH2:32]3)[C:4]=2[N:5]=[CH:6][N:7]=1.[CH:37](=O)[CH3:38].C(O[BH-](OC(=O)C)OC(=O)C)(=O)C.[Na+], predict the reaction product. The product is: [NH2:1][C:2]1[C:3]2[C:10]([C:11]([C:13]3[CH:14]=[C:15]([NH:19][C:20]([NH:22][C:23]4[CH:28]=[C:27]([Cl:29])[CH:26]=[C:25]([Cl:30])[CH:24]=4)=[O:21])[CH:16]=[CH:17][CH:18]=3)=[O:12])=[CH:9][N:8]([CH:31]3[CH2:32][CH2:33][N:34]([CH2:37][CH3:38])[CH2:35][CH2:36]3)[C:4]=2[N:5]=[CH:6][N:7]=1.